This data is from Forward reaction prediction with 1.9M reactions from USPTO patents (1976-2016). The task is: Predict the product of the given reaction. (1) Given the reactants [F:1][C:2]1[CH:3]=[C:4]([N:10]2[CH2:14][C@H:13]([CH2:15][NH:16][C:17](=[O:19])[CH3:18])[O:12][C:11]2=[O:20])[CH:5]=[C:6]([F:9])[C:7]=1I.FC1C=C(N2C[C@H](CNC(=O)C)OC2=O)C=CC=1[C:28]1[CH:29]=[N:30][C:31]([O:34][CH3:35])=[CH:32][CH:33]=1, predict the reaction product. The product is: [F:1][C:2]1[CH:3]=[C:4]([N:10]2[CH2:14][C@H:13]([CH2:15][NH:16][C:17](=[O:19])[CH3:18])[O:12][C:11]2=[O:20])[CH:5]=[C:6]([F:9])[C:7]=1[C:28]1[CH:29]=[N:30][C:31]([O:34][CH3:35])=[CH:32][CH:33]=1. (2) Given the reactants [CH:1]1([CH:4]([C:18]2[CH:23]=[CH:22][CH:21]=[CH:20][C:19]=2[CH3:24])[NH:5][C:6]([C:8]2[CH:9]=[C:10]3[C:14](=[CH:15][CH:16]=2)[NH:13][N:12]=[C:11]3I)=[O:7])[CH2:3][CH2:2]1.CC1(C)C(C)(C)OB([C:33]2[CH:38]=[CH:37][C:36]([N:39]3[CH2:42][CH:41]([OH:43])[CH2:40]3)=[CH:35][CH:34]=2)O1.C([O-])([O-])=O.[Na+].[Na+].C1(C)C=CC=CC=1, predict the reaction product. The product is: [CH:1]1([CH:4]([C:18]2[CH:23]=[CH:22][CH:21]=[CH:20][C:19]=2[CH3:24])[NH:5][C:6]([C:8]2[CH:9]=[C:10]3[C:14](=[CH:15][CH:16]=2)[NH:13][N:12]=[C:11]3[C:33]2[CH:34]=[CH:35][C:36]([N:39]3[CH2:42][CH:41]([OH:43])[CH2:40]3)=[CH:37][CH:38]=2)=[O:7])[CH2:3][CH2:2]1. (3) Given the reactants Br[C:2]1[N:10]2[C:5]([C:6]([NH2:11])=[N:7][CH:8]=[N:9]2)=[CH:4][CH:3]=1.[CH3:12][C:13]1(C)[C:17](C)(C)OB(C(C)=C)O1, predict the reaction product. The product is: [CH2:12]=[C:13]([C:2]1[N:10]2[C:5]([C:6]([NH2:11])=[N:7][CH:8]=[N:9]2)=[CH:4][CH:3]=1)[CH3:17].